Task: Predict the product of the given reaction.. Dataset: Forward reaction prediction with 1.9M reactions from USPTO patents (1976-2016) (1) Given the reactants C[O:2][C:3]1[CH:8]=[CH:7][C:6]([C:9]([F:12])([F:11])[F:10])=[CH:5][C:4]=1[C:13]1[CH:18]=[CH:17][N:16]=[N:15][C:14]=1[CH3:19].C[S-].[Na+], predict the reaction product. The product is: [CH3:19][C:14]1[N:15]=[N:16][CH:17]=[CH:18][C:13]=1[C:4]1[CH:5]=[C:6]([C:9]([F:11])([F:10])[F:12])[CH:7]=[CH:8][C:3]=1[OH:2]. (2) Given the reactants CS(O[CH2:6][C@@H:7]1[O:11][C:10](=[O:12])[N:9]([C:13]2[CH:18]=[CH:17][C:16]([I:19])=[C:15]([F:20])[CH:14]=2)[CH2:8]1)(=O)=O.[N-:21]=[N+:22]=[N-:23].[Na+].C(=O)(O)[O-].[Na+], predict the reaction product. The product is: [N:21]([CH2:6][C@@H:7]1[O:11][C:10](=[O:12])[N:9]([C:13]2[CH:18]=[CH:17][C:16]([I:19])=[C:15]([F:20])[CH:14]=2)[CH2:8]1)=[N+:22]=[N-:23]. (3) Given the reactants [OH-].[K+].[CH2:3]([O:10][C:11]1[C:12]([CH:20]2[C:28]3[C:23](=[CH:24][CH:25]=[CH:26][CH:27]=3)[N:22]([CH:29]([C:36]3[CH:41]=[CH:40][CH:39]=[CH:38][CH:37]=3)[C:30]3[CH:35]=[CH:34][CH:33]=[CH:32][CH:31]=3)[C:21]2=[O:42])=[CH:13][C:14]2[O:18][CH2:17][O:16][C:15]=2[CH:19]=1)[C:4]1[CH:9]=[CH:8][CH:7]=[CH:6][CH:5]=1.Cl[CH2:44][O:45][CH2:46][C:47]1[CH:52]=[CH:51][CH:50]=[CH:49][CH:48]=1, predict the reaction product. The product is: [CH2:3]([O:10][C:11]1[C:12]([C@:20]2([CH2:44][O:45][CH2:46][C:47]3[CH:52]=[CH:51][CH:50]=[CH:49][CH:48]=3)[C:28]3[C:23](=[CH:24][CH:25]=[CH:26][CH:27]=3)[N:22]([CH:29]([C:36]3[CH:41]=[CH:40][CH:39]=[CH:38][CH:37]=3)[C:30]3[CH:31]=[CH:32][CH:33]=[CH:34][CH:35]=3)[C:21]2=[O:42])=[CH:13][C:14]2[O:18][CH2:17][O:16][C:15]=2[CH:19]=1)[C:4]1[CH:9]=[CH:8][CH:7]=[CH:6][CH:5]=1. (4) Given the reactants Cl[C:2]1[C:11]([N:12]([CH3:16])[CH:13]([CH3:15])[CH3:14])=[N:10][C:9]2[C:4](=[CH:5][CH:6]=[C:7]([C:17]([O:19][CH3:20])=[O:18])[CH:8]=2)[N:3]=1.[CH3:21][C:22]1[NH:23][C:24]2[C:29]([CH:30]=1)=[CH:28][CH:27]=[C:26](B1OC(C)(C)C(C)(C)O1)[CH:25]=2.C([O-])([O-])=O.[K+].[K+], predict the reaction product. The product is: [CH3:16][N:12]([CH:13]([CH3:15])[CH3:14])[C:11]1[C:2]([C:27]2[CH:28]=[C:29]3[C:24](=[CH:25][CH:26]=2)[NH:23][C:22]([CH3:21])=[CH:30]3)=[N:3][C:4]2[C:9]([N:10]=1)=[CH:8][C:7]([C:17]([O:19][CH3:20])=[O:18])=[CH:6][CH:5]=2. (5) Given the reactants [S:1]1[C:5]2[CH:6]=[CH:7][CH:8]=[CH:9][C:4]=2[C:3]([CH2:10][CH2:11]I)=[CH:2]1.N1CC=C([N:19]2[C:27]3[C:22](=[CH:23][CH:24]=[CH:25][CH:26]=3)[CH:21]=[CH:20]2)CC1.C([N:31]([CH2:35][CH3:36])[CH:32]([CH3:34])C)(C)C.[CH3:37]S(C)=O, predict the reaction product. The product is: [S:1]1[C:5]2[CH:6]=[CH:7][CH:8]=[CH:9][C:4]=2[C:3]([CH2:10][CH2:11][N:31]2[CH2:32][CH:34]=[C:37]([C:21]3[C:22]4[C:27](=[CH:26][CH:25]=[CH:24][CH:23]=4)[NH:19][CH:20]=3)[CH2:36][CH2:35]2)=[CH:2]1. (6) Given the reactants [C:1]([O:5][C:6]([NH:8][C@@H:9]1[CH:14]=[C:13]([C:15]2[CH:20]=[CH:19][N:18]=[CH:17][C:16]=2[N+:21]([O-])=O)[CH2:12][C@H:11]([CH3:24])[C@H:10]1[O:25][CH2:26][CH2:27][C:28]([O:30][CH3:31])=[O:29])=[O:7])([CH3:4])([CH3:3])[CH3:2], predict the reaction product. The product is: [NH2:21][C:16]1[CH:17]=[N:18][CH:19]=[CH:20][C:15]=1[C@@H:13]1[CH2:12][C@H:11]([CH3:24])[C@@H:10]([O:25][CH2:26][CH2:27][C:28]([O:30][CH3:31])=[O:29])[C@H:9]([NH:8][C:6]([O:5][C:1]([CH3:2])([CH3:4])[CH3:3])=[O:7])[CH2:14]1. (7) Given the reactants [CH3:1][C:2]1[O:6][C:5]([CH2:7][C:8]2[CH:13]=[CH:12][C:11]([CH2:14][C:15](Cl)=[N:16][OH:17])=[CH:10][CH:9]=2)=[CH:4][CH:3]=1.O1CCCC1.[C:24]([C:26]1[C:27]([NH2:32])=[N:28][CH:29]=[CH:30][CH:31]=1)#[CH:25].C(N(CC)CC)C, predict the reaction product. The product is: [CH3:1][C:2]1[O:6][C:5]([CH2:7][C:8]2[CH:13]=[CH:12][C:11]([CH2:14][C:15]3[CH:25]=[C:24]([C:26]4[C:27]([NH2:32])=[N:28][CH:29]=[CH:30][CH:31]=4)[O:17][N:16]=3)=[CH:10][CH:9]=2)=[CH:4][CH:3]=1. (8) Given the reactants Cl.[Cl:2][C:3]1[CH:8]=[CH:7][CH:6]=[CH:5][C:4]=1[CH:9]([C:36]1[CH:41]=[CH:40][CH:39]=[CH:38][C:37]=1[Cl:42])[N:10]1[CH:15]2[CH2:16][CH2:17][CH:11]1[CH2:12][C:13]([C:19]1[N:24]=[C:23]([NH:25][CH2:26][CH2:27][NH:28]C(=O)OC(C)(C)C)[CH:22]=[CH:21][CH:20]=1)([OH:18])[CH2:14]2, predict the reaction product. The product is: [NH2:28][CH2:27][CH2:26][NH:25][C:23]1[N:24]=[C:19]([C:13]2([OH:18])[CH2:14][CH:15]3[N:10]([CH:9]([C:36]4[CH:41]=[CH:40][CH:39]=[CH:38][C:37]=4[Cl:42])[C:4]4[CH:5]=[CH:6][CH:7]=[CH:8][C:3]=4[Cl:2])[CH:11]([CH2:17][CH2:16]3)[CH2:12]2)[CH:20]=[CH:21][CH:22]=1. (9) Given the reactants [CH:1]1[CH:6]=[C:5]2[CH:7]=[CH:8][CH:9]=[C:10]([CH2:11][C@H:12]([NH2:16])[C:13]([OH:15])=[O:14])[C:4]2=[CH:3][CH:2]=1.[N:17]1([C:23](Cl)=[O:24])[CH2:22][CH2:21][O:20][CH2:19][CH2:18]1, predict the reaction product. The product is: [N:17]1([C:23]([NH:16][C@@H:12]([CH2:11][C:10]2[C:4]3[C:5](=[CH:6][CH:1]=[CH:2][CH:3]=3)[CH:7]=[CH:8][CH:9]=2)[C:13]([OH:15])=[O:14])=[O:24])[CH2:22][CH2:21][O:20][CH2:19][CH2:18]1.